This data is from Forward reaction prediction with 1.9M reactions from USPTO patents (1976-2016). The task is: Predict the product of the given reaction. (1) Given the reactants [F:1][C:2]([F:8])([F:7])[C:3]([OH:6])([CH3:5])[CH3:4].[H-].[Na+].F[C:12]1[CH:13]=[CH:14][C:15]([C:18]#[N:19])=[N:16][CH:17]=1.C(=O)([O-])[O-].[Na+].[Na+], predict the reaction product. The product is: [F:1][C:2]([F:8])([F:7])[C:3]([CH3:5])([CH3:4])[O:6][C:12]1[CH:13]=[CH:14][C:15]([C:18]#[N:19])=[N:16][CH:17]=1. (2) Given the reactants [CH3:1][O:2][C:3](=[O:12])[CH2:4][C:5]1[CH:10]=[CH:9][C:8]([F:11])=[CH:7][CH:6]=1.C1C(=O)N([Br:20])C(=O)C1, predict the reaction product. The product is: [CH3:1][O:2][C:3](=[O:12])[CH:4]([Br:20])[C:5]1[CH:10]=[CH:9][C:8]([F:11])=[CH:7][CH:6]=1. (3) Given the reactants [CH2:1]([O:3][C:4]([C:6]1[C:7]2[C:15]([CH3:16])=[N:14][N:13]([CH:17]3[CH2:22][CH2:21][CH2:20][CH2:19][O:18]3)[C:8]=2[N:9]=[C:10](Br)[CH:11]=1)=[O:5])[CH3:2].[CH2:23]([O:30][C:31]1[CH:36]=[CH:35][C:34](B(O)O)=[C:33]([F:40])[CH:32]=1)[C:24]1[CH:29]=[CH:28][CH:27]=[CH:26][CH:25]=1.C(=O)([O-])[O-].[K+].[K+].O, predict the reaction product. The product is: [CH2:1]([O:3][C:4]([C:6]1[C:7]2[C:15]([CH3:16])=[N:14][N:13]([CH:17]3[CH2:22][CH2:21][CH2:20][CH2:19][O:18]3)[C:8]=2[N:9]=[C:10]([C:34]2[CH:35]=[CH:36][C:31]([O:30][CH2:23][C:24]3[CH:25]=[CH:26][CH:27]=[CH:28][CH:29]=3)=[CH:32][C:33]=2[F:40])[CH:11]=1)=[O:5])[CH3:2]. (4) Given the reactants CC1C=CC=C(C#CC=C2CCNCC2)N=1.[Br:17][C:18]1[N:23]=[C:22]([C:24]#[C:25][CH:26]=[C:27]2[CH2:32][CH2:31][N:30](C(OC(C)(C)C)=O)[CH2:29][CH2:28]2)[CH:21]=[CH:20][CH:19]=1, predict the reaction product. The product is: [Br:17][C:18]1[CH:19]=[CH:20][CH:21]=[C:22]([C:24]#[C:25][CH:26]=[C:27]2[CH2:32][CH2:31][NH:30][CH2:29][CH2:28]2)[N:23]=1. (5) Given the reactants [Br:1][C:2]1[C:6]2[C:7]([NH2:12])=[N:8][CH:9]=[C:10](I)[C:5]=2[S:4][CH:3]=1.C1C=CC(P(C2C=CC=CC=2)C2C=CC=CC=2)=CC=1.C([O-])([O-])=O.[Na+].[Na+].[C:38]([O:42][C:43]([CH3:46])([CH3:45])[CH3:44])(=[O:41])[CH:39]=[CH2:40], predict the reaction product. The product is: [NH2:12][C:7]1[C:6]2[C:2]([Br:1])=[CH:3][S:4][C:5]=2[C:10](/[CH:40]=[CH:39]/[C:38]([O:42][C:43]([CH3:46])([CH3:45])[CH3:44])=[O:41])=[CH:9][N:8]=1. (6) Given the reactants C(O[C:4](=[O:21])[CH2:5][C:6]([CH:8]1[CH2:13][CH2:12][N:11]([C:14]([O:16][C:17]([CH3:20])([CH3:19])[CH3:18])=[O:15])[CH2:10][CH2:9]1)=O)C.[Br:22][C:23]1[CH:31]=[C:30]2[C:26]([C:27]([NH2:32])=[N:28][NH:29]2)=[CH:25][CH:24]=1.P([O-])([O-])([O-])=O.[K+].[K+].[K+], predict the reaction product. The product is: [Br:22][C:23]1[CH:24]=[CH:25][C:26]2[C:30]([CH:31]=1)=[N:29][N:28]1[C:4](=[O:21])[CH:5]=[C:6]([CH:8]3[CH2:9][CH2:10][N:11]([C:14]([O:16][C:17]([CH3:18])([CH3:19])[CH3:20])=[O:15])[CH2:12][CH2:13]3)[NH:32][C:27]=21.